The task is: Predict the reactants needed to synthesize the given product.. This data is from Full USPTO retrosynthesis dataset with 1.9M reactions from patents (1976-2016). Given the product [NH2:14][C:11]1[CH:12]=[CH:13][C:8]([C:7]2[C:2]([CH3:1])=[CH:3][CH:4]=[C:5]([C:17]([NH:19][C:20]3[CH:25]=[CH:24][CH:23]=[C:22]([C:26]([F:27])([F:28])[F:29])[CH:21]=3)=[O:18])[CH:6]=2)=[CH:9][CH:10]=1, predict the reactants needed to synthesize it. The reactants are: [CH3:1][C:2]1[C:7]([C:8]2[CH:13]=[CH:12][C:11]([N+:14]([O-])=O)=[CH:10][CH:9]=2)=[CH:6][C:5]([C:17]([NH:19][C:20]2[CH:25]=[CH:24][CH:23]=[C:22]([C:26]([F:29])([F:28])[F:27])[CH:21]=2)=[O:18])=[CH:4][CH:3]=1.O1CCOCC1.O.[OH-].[NH4+].S(S([O-])=O)([O-])=O.[Na+].[Na+].NC1C=CC=CC=1.